This data is from Forward reaction prediction with 1.9M reactions from USPTO patents (1976-2016). The task is: Predict the product of the given reaction. (1) Given the reactants [CH:1]([C:4]1[CH:9]=[CH:8][C:7]([C:10]2[C:19]3[C:14](=[CH:15][CH:16]=[C:17]([O:20][CH2:21][C:22]#[CH:23])[CH:18]=3)[N:13]([CH2:24][C:25]3[CH:30]=[CH:29][CH:28]=[C:27]([N+:31]([O-])=O)[CH:26]=3)[C:12](=[O:34])[N:11]=2)=[CH:6][CH:5]=1)([CH3:3])[CH3:2].C(OCC)(=O)C.O, predict the reaction product. The product is: [NH2:31][C:27]1[CH:26]=[C:25]([CH:30]=[CH:29][CH:28]=1)[CH2:24][N:13]1[C:14]2[C:19](=[CH:18][C:17]([O:20][CH2:21][C:22]#[CH:23])=[CH:16][CH:15]=2)[C:10]([C:7]2[CH:8]=[CH:9][C:4]([CH:1]([CH3:2])[CH3:3])=[CH:5][CH:6]=2)=[N:11][C:12]1=[O:34]. (2) Given the reactants CON(C)[C:4](=[O:19])[CH2:5][CH:6]([C:13]1[CH:18]=[CH:17][CH:16]=[CH:15][CH:14]=1)[C:7]1[CH:12]=[CH:11][CH:10]=[CH:9][CH:8]=1.[Cl:21][C:22]1[C:23](I)=[CH:24][C:25]([F:28])=[N:26][CH:27]=1, predict the reaction product. The product is: [Cl:21][C:22]1[C:23]([C:4](=[O:19])[CH2:5][CH:6]([C:7]2[CH:8]=[CH:9][CH:10]=[CH:11][CH:12]=2)[C:13]2[CH:14]=[CH:15][CH:16]=[CH:17][CH:18]=2)=[CH:24][C:25]([F:28])=[N:26][CH:27]=1.